This data is from Full USPTO retrosynthesis dataset with 1.9M reactions from patents (1976-2016). The task is: Predict the reactants needed to synthesize the given product. Given the product [NH2:1][C:2]1[C:11]2[N:12]=[C:13]([CH2:39][CH2:40][O:41][CH3:42])[N:14]([CH2:15][CH2:16][CH2:17][CH2:18][N:19]([CH2:25][C:26]3[CH:27]=[C:28]([CH:36]=[CH:37][CH:38]=3)[O:29][C:30]([CH3:35])([CH3:34])[C:31]([O:33][CH3:43])=[O:32])[CH2:20][CH2:21][N:22]([CH3:24])[CH3:23])[C:10]=2[C:9]2[CH:8]=[CH:7][CH:6]=[CH:5][C:4]=2[N:3]=1, predict the reactants needed to synthesize it. The reactants are: [NH2:1][C:2]1[C:11]2[N:12]=[C:13]([CH2:39][CH2:40][O:41][CH3:42])[N:14]([CH2:15][CH2:16][CH2:17][CH2:18][N:19]([CH2:25][C:26]3[CH:27]=[C:28]([CH:36]=[CH:37][CH:38]=3)[O:29][C:30]([CH3:35])([CH3:34])[C:31]([OH:33])=[O:32])[CH2:20][CH2:21][N:22]([CH3:24])[CH3:23])[C:10]=2[C:9]2[CH:8]=[CH:7][CH:6]=[CH:5][C:4]=2[N:3]=1.[CH3:43]O.